This data is from Forward reaction prediction with 1.9M reactions from USPTO patents (1976-2016). The task is: Predict the product of the given reaction. (1) Given the reactants Cl([O-])=O.[Na+].[F:5][C:6]1[CH:13]=[CH:12][C:9](C=O)=[CH:8][C:7]=1[Br:14].Cl.[N-:16]=[N+]=[N-].[Na+].S(=O)(=O)(O)O, predict the reaction product. The product is: [Br:14][C:7]1[CH:8]=[C:9]([NH2:16])[CH:12]=[CH:13][C:6]=1[F:5]. (2) Given the reactants [Cl:1][C:2]1[N:7]=[C:6]([NH:8][CH:9]([C:13]2[CH:18]=[CH:17][CH:16]=[C:15](C)[CH:14]=2)[CH2:10][CH2:11][CH3:12])[CH:5]=[N:4][CH:3]=1.[CH3:20]C1(C)C(C)(C)OB(C2C=CC(O)=CC=2)O1.C(=O)([O-])[O-].[Na+].[Na+].C(OCC)(=O)C, predict the reaction product. The product is: [Cl:1][C:2]1[N:7]=[C:6]([NH:8][CH:9]([C:13]2[CH:14]=[CH:15][C:16]([CH3:20])=[CH:17][CH:18]=2)[CH2:10][CH2:11][CH3:12])[CH:5]=[N:4][CH:3]=1. (3) Given the reactants [CH:1]1([CH:6]2[C:15]3[C:14](=[O:16])[CH2:13][C:12]([CH3:18])([CH3:17])[CH2:11][C:10]=3[NH:9][C:8](=[O:19])[CH:7]2[C:20]#[N:21])[CH2:5][CH2:4][CH2:3][CH2:2]1, predict the reaction product. The product is: [CH:1]1([C:6]2[C:15]3[C:14](=[O:16])[CH2:13][C:12]([CH3:17])([CH3:18])[CH2:11][C:10]=3[NH:9][C:8](=[O:19])[C:7]=2[C:20]#[N:21])[CH2:2][CH2:3][CH2:4][CH2:5]1. (4) The product is: [NH2:32][C:19]1[N:18]=[C:17]([C:15]2[N:14]([CH2:33][CH2:34][F:35])[C:11]3[CH2:12][CH2:13][NH:8][C:9](=[O:36])[C:10]=3[CH:16]=2)[C:22]([C:23]#[C:24][C:25]2[CH:30]=[CH:29][CH:28]=[C:27]([OH:31])[CH:26]=2)=[CH:21][N:20]=1.[ClH:37]. Given the reactants C(OC([N:8]1[CH2:13][CH2:12][C:11]2[N:14]([CH2:33][CH2:34][F:35])[C:15]([C:17]3[C:22]([C:23]#[C:24][C:25]4[CH:30]=[CH:29][CH:28]=[C:27]([OH:31])[CH:26]=4)=[CH:21][N:20]=[C:19]([NH2:32])[N:18]=3)=[CH:16][C:10]=2[C:9]1=[O:36])=O)(C)(C)C.[ClH:37], predict the reaction product. (5) Given the reactants F[C:2]1[CH:10]=[C:9]2[C:5]([CH:6]=[CH:7][NH:8]2)=[CH:4][CH:3]=1.C1(CBr)CC1.N1C=CC=CC=1SC1SC(N)=NC=1, predict the reaction product. The product is: [NH:8]1[C:9]2[C:5](=[CH:4][CH:3]=[CH:2][CH:10]=2)[CH:6]=[CH:7]1. (6) Given the reactants [H-].[Na+].[CH2:3]([O:10][C:11]1[CH:16]=[CH:15][C:14]([CH:17](C)C([O-])=O)=[CH:13][CH:12]=1)[C:4]1[CH:9]=[CH:8][CH:7]=[CH:6][CH:5]=1.[OH:22][CH:23]([CH2:29][C:30]1[CH:35]=[CH:34][C:33]([O:36][CH2:37][C:38]2[CH:43]=[CH:42][CH:41]=[CH:40][CH:39]=2)=[CH:32][CH:31]=1)[C:24]([O:26][CH2:27][CH3:28])=[O:25].[CH2:44](I)[CH3:45], predict the reaction product. The product is: [CH2:3]([O:10][C:11]1[CH:12]=[CH:13][C:14]([CH:17]=[O:22])=[CH:15][CH:16]=1)[C:4]1[CH:5]=[CH:6][CH:7]=[CH:8][CH:9]=1.[CH2:44]([O:22][CH:23]([CH2:29][C:30]1[CH:35]=[CH:34][C:33]([O:36][CH2:37][C:38]2[CH:43]=[CH:42][CH:41]=[CH:40][CH:39]=2)=[CH:32][CH:31]=1)[C:24]([O:26][CH2:27][CH3:28])=[O:25])[CH3:45]. (7) Given the reactants C(OC(=O)[NH:7][C:8]1([C:11](=[O:37])[NH:12][CH2:13][C:14]2[CH:19]=[CH:18][C:17]([N:20]3[C:28]4[C:23](=[CH:24][C:25]([O:29][CH3:30])=[CH:26][CH:27]=4)[CH:22]=[C:21]3[C:31]3[O:35][N:34]=[C:33]([CH3:36])[N:32]=3)=[CH:16][CH:15]=2)[CH2:10][CH2:9]1)(C)(C)C.FC(F)(F)C(O)=O, predict the reaction product. The product is: [CH3:30][O:29][C:25]1[CH:24]=[C:23]2[C:28](=[CH:27][CH:26]=1)[N:20]([C:17]1[CH:18]=[CH:19][C:14]([CH2:13][NH:12][C:11]([C:8]3([NH2:7])[CH2:9][CH2:10]3)=[O:37])=[CH:15][CH:16]=1)[C:21]([C:31]1[O:35][N:34]=[C:33]([CH3:36])[N:32]=1)=[CH:22]2. (8) Given the reactants [CH3:1][CH2:2][CH2:3][CH2:4][CH2:5][CH2:6][CH2:7][CH2:8][CH2:9][CH2:10][CH2:11][CH2:12][CH2:13][C:14](=[O:28])[CH2:15][CH2:16][CH2:17][CH2:18][CH2:19][CH2:20][CH2:21][CH2:22][CH2:23][CH2:24][CH2:25][CH2:26][CH3:27].[C@@H:29]1([N:38]2[CH:45]=[CH:44][C:42](=[O:43])[NH:41][C:39]2=[O:40])[O:37][C@H:34]([CH2:35][OH:36])[C@@H:32](O)[C@H:30]1[OH:31].CC1C=CC(S(O)(=O)=O)=CC=1.C(OC(OCC)OCC)C.N=[N+]=[N-], predict the reaction product. The product is: [OH:36][CH2:35][C@@H:34]1[C@H:32]2[O:28][C:14]([CH2:13][CH2:12][CH2:11][CH2:10][CH2:9][CH2:8][CH2:7][CH2:6][CH2:5][CH2:4][CH2:3][CH2:2][CH3:1])([CH2:15][CH2:16][CH2:17][CH2:18][CH2:19][CH2:20][CH2:21][CH2:22][CH2:23][CH2:24][CH2:25][CH2:26][CH3:27])[O:31][C@H:30]2[C@H:29]([N:38]2[CH:45]=[CH:44][C:42](=[O:43])[NH:41][C:39]2=[O:40])[O:37]1. (9) Given the reactants Cl[C:2]1[N:7]=[C:6]([C:8]2[N:12]3[CH:13]=[CH:14][CH:15]=[CH:16][C:11]3=[N:10][CH:9]=2)[CH:5]=[CH:4][N:3]=1.N1C=CN2C=CC=CC=12.Cl.[NH2:27][C@H:28]([C:30]1[C:31](=[O:41])[NH:32][C:33]2[C:38]([CH:39]=1)=[CH:37][C:36]([Cl:40])=[CH:35][CH:34]=2)[CH3:29].CCN(C(C)C)C(C)C, predict the reaction product. The product is: [Cl:40][C:36]1[CH:37]=[C:38]2[C:33](=[CH:34][CH:35]=1)[NH:32][C:31](=[O:41])[C:30]([C@@H:28]([NH:27][C:2]1[N:7]=[C:6]([C:8]3[N:12]4[CH:13]=[CH:14][CH:15]=[CH:16][C:11]4=[N:10][CH:9]=3)[CH:5]=[CH:4][N:3]=1)[CH3:29])=[CH:39]2.